From a dataset of B-cell epitopes from IEDB database with 3,159 antigens for binding position prediction. Token-level Classification. Given an antigen amino acid sequence, predict which amino acid positions are active epitope sites capable of antibody binding. Output is a list of indices for active positions. (1) Given the antigen sequence: MDDLDALLADLESTTSHISKRPVFLSEETPYSYPTGNHTYQEIAVPPPVPPPPSSEALNGTILDPLDQWQPSSSRFIHQQPQSSSPVYGSSAKTSSVSNPQDSVGSPCSRVGEEEHVYSFPNKQKSAEPSPTVMSTSLGSNLSELDRLLLELNAVQHNPPGFPADEANSSPPLPGALSPLYGVPETNSPLGGKAGPLTKEKPKRNGGRGLEDVRPSVESLLDELESSVPSPVPAITVNQGEMSSPQRVTSTQQQTRISASSATRELDELMASLSDFKIQGLEQRADGERCWAAGWPRDGGRSSPGGQDEGGFMAQGKTGSSSPPGGPPKPGSQLDSMLGSLQSDLNKLGVATVAKGVCGACKKPIAGQVVTAMGKTWHPEHFVCTHCQEEIGSRNFFERDGQPYCEKDYHNLFSPRCYYCNGPILDKVVTALDRTWHPEHFFCAQCGAFFGPEGFHEKDGKAYCRKDYFDMFAPKCGGCARAILENYISALNTLWHPECF..., which amino acid positions are active epitope sites? The epitope positions are: [260, 261, 262, 263, 264, 265, 266, 267, 268, 269, 270, 271, 272, 273, 274]. The amino acids at these positions are: SATRELDELMASLSD. (2) Given the antigen sequence: MKKCTILVVASLLLVNSLLPGYGQNKIIQAQRNLNELCYNEGNDNKLYHVLNSKNGKIYNRNTVNRLLPMLRRKKNEKKNEKIERNNKLKQPPPPPNPNDPPPPNPNDPPPPNPNDPPPPNPNDPPPPNANDPPPPNANDPAPPNANDPAPPNANDPAPPNANDPAPPNANDPAPPNANDPAPPNANDPPPPNPNDPAPPQGNNNPQPQPRPQPQPQPQPQPQPQPQPQPRPQPQPQPGGNNNNKNNNNDDSYIPSAEKILEFVKQIRDSITEEWSQCNVTCGSGIRVRKRKGSNKKAEDLTLEDIDTEICKMDKCSSIFNIVSNSLGFVILLVLVFFN, which amino acid positions are active epitope sites? The epitope positions are: [251, 252, 253, 254, 255, 256, 257, 258, 259]. The amino acids at these positions are: SYIPSAEKI. (3) Given the antigen sequence: MSAKKKPLTQEQLEDARRLKAIYEKKKNELGLSQESVADKMGMGQSGVGALFNGVNALNAYNAALLAKILNVSVEEFSPSIAREIYEMYEAVSMQPSLRSEYEYPVFS, which amino acid positions are active epitope sites? The epitope positions are: [12, 13, 14, 15, 16, 17, 18, 19, 20, 21, 22, 23, 24, 25, 26]. The amino acids at these positions are: LEDARRLKAIYEKKK. (4) Given the antigen sequence: ISNMYAMMIARFKMFPEVKEKGMAALPRLIAFTSEHSHFSLKKGAAALGIGTDSVILIKCDERGKMIPSDLERRILEAKQKGFVPFLVSATAGTTVYGAFDPLLAVADICKKYKIWMHVDAAWGGGLLMSRKHKWKLSGVERANSVTWNPHKMMGVPLQCSALLVREEGLMQNCNQMHASYLFQQDKHYDLSYDTGDKALQCGRHVDVFKLWLMWRAKGTTGFEAHVDKCLELAEYLYNIIKNREGYEMVFDGKPQHTNVCFWYIPPSLRTLEDNEERMSRLSKVAPVIKARMMEYGTTMVSYQPLGDKVNFFRMVISNPAATHQDIDFLIEEIERLGQDL, which amino acid positions are active epitope sites? The epitope positions are: [206, 207, 208, 209, 210, 211, 212, 213, 214, 215, 216, 217, 218, 219, 220]. The amino acids at these positions are: DVFKLWLMWRAKGTT. (5) Given the antigen sequence: MGFSSELCSPQGHGVLQQMQEAELRLLEGMRKWMAQRVKSDREYAGLLHHMSLQDSGGQSRAISPDSPISQSWAEITSQTEGLSRLLRQHAEDLNSGPLSKLSLLIRERQQLRKTYSEQWQQLQQELTKTHSQDIEKLKSQYRALARDSAQAKRKYQEASKDKDRDKAKDKYVRSLWKLFAHHNRYVLGVRAAQLHHQHHHQLLLPGLLRSLQDLHEEMACILKEILQEYLEISSLVQDEVVAIHREMAAAAARIQPEAEYQGFLRQYGSAPDVPPCVTFDESLLEEGEPLEPGELQLNELTVESVQHTLTSVTDELAVATEMVFRRQEMVTQLQQELRNEEENTHPRERVQLLGKRQVLQEALQGLQVALCSQAKLQAQQELLQTKLEHLGPGEPPPVLLLQDDRHSTSSSEQEREGGRTPTLEILKSHISGIFRPKFSLPPPLQLIPEVQKPLHEQLWYHGAIPRAEVAELLVHSGDFLVRESQGKQEYVLSVLWDGL..., which amino acid positions are active epitope sites? The epitope positions are: [566, 567, 568, 569, 570, 571, 572, 573, 574, 575, 576, 577]. The amino acids at these positions are: IGRGNFGEVFSG.